Dataset: Forward reaction prediction with 1.9M reactions from USPTO patents (1976-2016). Task: Predict the product of the given reaction. (1) Given the reactants [O:1]=[C:2]1[C:6]2[CH:7]=[CH:8][CH:9]=[CH:10][C:5]=2[C:4](=[O:11])[N:3]1[CH2:12][CH2:13][CH2:14][S:15]([O:18][CH2:19][C:20]([CH3:35])([CH3:34])[CH:21]([O:24][CH2:25][C:26]1[CH:31]=[CH:30][C:29]([O:32][CH3:33])=[CH:28][CH:27]=1)[CH:22]=C)(=[O:17])=[O:16].O=O.[O:38]=[O+][O-].CSC, predict the reaction product. The product is: [O:1]=[C:2]1[C:6]2[CH:7]=[CH:8][CH:9]=[CH:10][C:5]=2[C:4](=[O:11])[N:3]1[CH2:12][CH2:13][CH2:14][S:15]([O:18][CH2:19][C:20]([CH3:34])([CH3:35])[CH:21]([O:24][CH2:25][C:26]1[CH:27]=[CH:28][C:29]([O:32][CH3:33])=[CH:30][CH:31]=1)[CH:22]=[O:38])(=[O:16])=[O:17]. (2) Given the reactants [N:1]1[CH:6]=[CH:5][CH:4]=[CH:3][CH:2]=1.CC12CC3(C45CC6(C)CC(C)(CC(C(Cl)=O)(C6)C4)C5)CC(C)(CC([C:34](Cl)=[O:35])(C3)C1)C2.[C:37](Cl)(=O)C1C=CC=CC=1.O, predict the reaction product. The product is: [O:35]1[C:34]2[CH:2]=[CH:3][CH:4]=[CH:5][C:6]=2[N:1]=[CH:37]1.